The task is: Predict the reactants needed to synthesize the given product.. This data is from Full USPTO retrosynthesis dataset with 1.9M reactions from patents (1976-2016). (1) Given the product [CH3:35][O:34][C:27]1[CH:28]=[C:29]([O:32][CH3:33])[CH:30]=[CH:31][C:26]=1[CH2:25][N:24]([CH2:23][C:22]1[CH:36]=[CH:37][C:38]([O:40][CH3:41])=[CH:39][C:21]=1[O:20][CH3:19])[S:8]([C:5]1[CH:6]=[CH:7][C:2]([I:1])=[CH:3][CH:4]=1)(=[O:10])=[O:9], predict the reactants needed to synthesize it. The reactants are: [I:1][C:2]1[CH:7]=[CH:6][C:5]([S:8](Cl)(=[O:10])=[O:9])=[CH:4][CH:3]=1.C(N(CC)CC)C.[CH3:19][O:20][C:21]1[CH:39]=[C:38]([O:40][CH3:41])[CH:37]=[CH:36][C:22]=1[CH2:23][NH:24][CH2:25][C:26]1[CH:31]=[CH:30][C:29]([O:32][CH3:33])=[CH:28][C:27]=1[O:34][CH3:35]. (2) Given the product [CH2:34]([N:38]1[CH2:43][CH2:42][N:41]([C:1](=[NH:2])[C:3]2[CH:4]=[C:5]([NH:9][C:10](=[O:33])[NH:11][C:12]3[CH:17]=[CH:16][C:15]([S:18]([NH:21][NH:22][C:23]4[CH:28]=[CH:27][C:26]([S:29]([NH2:32])(=[O:31])=[O:30])=[CH:25][CH:24]=4)(=[O:20])=[O:19])=[CH:14][CH:13]=3)[CH:6]=[CH:7][CH:8]=2)[CH2:40][CH2:39]1)[CH2:35][CH2:36][CH3:37], predict the reactants needed to synthesize it. The reactants are: [C:1]([C:3]1[CH:4]=[C:5]([NH:9][C:10](=[O:33])[NH:11][C:12]2[CH:17]=[CH:16][C:15]([S:18]([NH:21][NH:22][C:23]3[CH:28]=[CH:27][C:26]([S:29]([NH2:32])(=[O:31])=[O:30])=[CH:25][CH:24]=3)(=[O:20])=[O:19])=[CH:14][CH:13]=2)[CH:6]=[CH:7][CH:8]=1)#[N:2].[CH2:34]([N:38]1[CH2:43][CH2:42][NH:41][CH2:40][CH2:39]1)[CH2:35][CH2:36][CH3:37].